From a dataset of Forward reaction prediction with 1.9M reactions from USPTO patents (1976-2016). Predict the product of the given reaction. (1) Given the reactants [F:1][C:2]1[CH:7]=[CH:6][C:5]([F:8])=[CH:4][C:3]=1[CH:9]1[CH2:18][CH2:17][C:16]2[C:11](=[CH:12][CH:13]=[C:14]([OH:19])[CH:15]=2)[O:10]1.CC(C)([O-])C.[K+].Cl[C:27]1[CH:32]=[CH:31][C:30]([O:33][CH2:34][CH3:35])=[CH:29][C:28]=1[N+:36]([O-:38])=[O:37].Cl, predict the reaction product. The product is: [F:1][C:2]1[CH:7]=[CH:6][C:5]([F:8])=[CH:4][C:3]=1[CH:9]1[CH2:18][CH2:17][C:16]2[C:11](=[CH:12][CH:13]=[C:14]([O:19][C:27]3[CH:32]=[CH:31][C:30]([O:33][CH2:34][CH3:35])=[CH:29][C:28]=3[N+:36]([O-:38])=[O:37])[CH:15]=2)[O:10]1. (2) Given the reactants Br[C:2]1[C:3]([CH3:12])=[C:4]([C:7]([O:10][CH3:11])=[CH:8][CH:9]=1)[C:5]#[N:6].[Cl-].C([Sn](CCCC)(CCCC)[C:19]([O:21]CC)=[CH2:20])CCC.C1C(=O)N([Br:39])C(=O)C1, predict the reaction product. The product is: [Br:39][CH2:21][C:19]([C:2]1[C:3]([CH3:12])=[C:4]([C:7]([O:10][CH3:11])=[CH:8][CH:9]=1)[C:5]#[N:6])=[O:20]. (3) The product is: [CH3:28][C:4]1[C:3]([OH:2])=[C:12]([CH3:13])[CH:11]=[C:10]2[C:5]=1[CH2:6][CH2:7][C:8]1([CH2:27][CH2:26][CH2:25]1)[N:9]2[CH2:14][C:15]1[CH:24]=[CH:23][C:22]2[C:17](=[CH:18][CH:19]=[CH:20][CH:21]=2)[N:16]=1. Given the reactants C[O:2][C:3]1[C:4]([CH3:28])=[C:5]2[C:10](=[CH:11][C:12]=1[CH3:13])[N:9]([CH2:14][C:15]1[CH:24]=[CH:23][C:22]3[C:17](=[CH:18][CH:19]=[CH:20][CH:21]=3)[N:16]=1)[C:8]1([CH2:27][CH2:26][CH2:25]1)[CH2:7][CH2:6]2.B(Br)(Br)Br, predict the reaction product.